Predict the reaction yield, written as a fraction of the theoretical maximum amount of product (1.0 means a 100% yield; for example, 0.34 means a 34% yield). From a dataset of Reaction yield outcomes from USPTO patents with 853,638 reactions. (1) The reactants are [Br:1][C:2]1[CH:9]=[CH:8][C:5]([CH:6]=O)=[C:4]([F:10])[CH:3]=1.[NH:11]1[CH2:16][CH2:15][CH2:14][CH2:13][CH2:12]1.C(O[BH-](OC(=O)C)OC(=O)C)(=O)C.[Na+]. The catalyst is C(Cl)Cl. The product is [Br:1][C:2]1[CH:9]=[CH:8][C:5]([CH2:6][N:11]2[CH2:16][CH2:15][CH2:14][CH2:13][CH2:12]2)=[C:4]([F:10])[CH:3]=1. The yield is 0.840. (2) The reactants are [N+:1]([C:4]1[CH:5]=[C:6]([NH2:10])[CH:7]=[CH:8][CH:9]=1)([O-:3])=[O:2].[N:11]([O-])=O.[Na+].[Cl:15][Sn]Cl.O. The catalyst is O.Cl. The product is [ClH:15].[N+:1]([C:4]1[CH:5]=[C:6]([NH:10][NH2:11])[CH:7]=[CH:8][CH:9]=1)([O-:3])=[O:2]. The yield is 0.730. (3) The reactants are Cl.[CH:2]12[CH2:11][CH:6]3[CH2:7][CH:8]([CH2:10][CH:4]([CH2:5]3)[CH:3]1[NH2:12])[CH2:9]2.C(N(CC)CC)C.[CH3:20][O:21][C:22]1[CH:27]=[CH:26][C:25]([N:28]=[C:29]=[O:30])=[C:24]([CH3:31])[CH:23]=1. The catalyst is C(O)C. The product is [CH:2]12[CH2:11][CH:6]3[CH2:7][CH:8]([CH2:10][CH:4]([CH2:5]3)[CH:3]1[NH:12][C:29]([NH:28][C:25]1[CH:26]=[CH:27][C:22]([O:21][CH3:20])=[CH:23][C:24]=1[CH3:31])=[O:30])[CH2:9]2. The yield is 0.610. (4) The reactants are Cl[C:2]1[N:7]=[C:6]([NH:8][CH2:9][C:10]2[CH:11]=[N:12][CH:13]=[CH:14][CH:15]=2)[C:5]([F:16])=[CH:4][N:3]=1.[NH2:17][C:18]1[CH:19]=[C:20]([OH:24])[CH:21]=[CH:22][CH:23]=1. No catalyst specified. The product is [F:16][C:5]1[C:6]([NH:8][CH2:9][C:10]2[CH:11]=[N:12][CH:13]=[CH:14][CH:15]=2)=[N:7][C:2]([NH:17][C:18]2[CH:23]=[CH:22][CH:21]=[C:20]([OH:24])[CH:19]=2)=[N:3][CH:4]=1. The yield is 0.430. (5) The reactants are Br[CH2:2][C:3]1[CH:12]=[CH:11][C:6]([C:7]([O:9][CH3:10])=[O:8])=[CH:5][C:4]=1[C:13]([F:16])([F:15])[F:14].[CH3:17][N:18]([CH3:24])[CH:19]1[CH2:23][CH2:22][NH:21][CH2:20]1.C(=O)([O-])[O-].[K+].[K+]. The catalyst is CC(C)=O. The product is [CH3:17][N:18]([CH3:24])[CH:19]1[CH2:23][CH2:22][N:21]([CH2:2][C:3]2[CH:12]=[CH:11][C:6]([C:7]([O:9][CH3:10])=[O:8])=[CH:5][C:4]=2[C:13]([F:16])([F:15])[F:14])[CH2:20]1. The yield is 0.610. (6) The reactants are [NH2:1][C:2]1[N:7]=[CH:6][C:5]([O:8][C:9]2[CH:10]=[CH:11][C:12]([F:37])=[C:13]([NH:15][C:16]([NH:18][C:19]3[N:23]([C:24]4[CH:25]=[C:26]5[C:31](=[CH:32][CH:33]=4)[N:30]=[CH:29][CH:28]=[CH:27]5)[N:22]=[C:21]([CH:34]([CH3:36])[CH3:35])[CH:20]=3)=[O:17])[CH:14]=2)=[CH:4][CH:3]=1.N1C=CC=CC=1.[C:44](OC(=O)C)(=[O:46])[CH3:45]. The catalyst is C(Cl)Cl. The product is [C:44]([NH:1][C:2]1[N:7]=[CH:6][C:5]([O:8][C:9]2[CH:10]=[CH:11][C:12]([F:37])=[C:13]([NH:15][C:16]([NH:18][C:19]3[N:23]([C:24]4[CH:25]=[C:26]5[C:31](=[CH:32][CH:33]=4)[N:30]=[CH:29][CH:28]=[CH:27]5)[N:22]=[C:21]([CH:34]([CH3:35])[CH3:36])[CH:20]=3)=[O:17])[CH:14]=2)=[CH:4][CH:3]=1)(=[O:46])[CH3:45]. The yield is 0.440. (7) The reactants are O[CH2:2][C@@H]([C@H]([C@@H]([C@@H](CO)O)O)O)O.C1CCCCC1.[Br:19][C:20]1[CH:21]=[C:22]([CH:25]=[CH:26][C:27]=1[CH2:28][CH3:29])[CH:23]=[O:24].CO. The catalyst is O. The product is [Br:19][C:20]1[CH:21]=[C:22]([CH:25]=[CH:26][C:27]=1[CH:28]([CH3:2])[CH3:29])[CH:23]=[O:24]. The yield is 0.780. (8) The catalyst is C1COCC1.[Zn].C(Cl)Cl. The product is [NH2:14][C@@:13]1([C:8]2[CH:9]=[CH:10][CH:11]=[CH:12][C:7]=2[F:6])[CH2:20][O:19][C@H:18]([C:21]([F:24])([F:22])[F:23])[C@H:17]1[CH2:16][OH:15]. The yield is 0.906. The reactants are O.C(O)(=O)C.[F:6][C:7]1[CH:12]=[CH:11][CH:10]=[CH:9][C:8]=1[C:13]12[CH2:20][O:19][CH:18]([C:21]([F:24])([F:23])[F:22])[CH:17]1[CH2:16][O:15][NH:14]2.[NH4+].[OH-]. (9) The reactants are [Cl:1][C:2]1[CH:7]=[CH:6][C:5]([S:8]([NH:11][C@H:12]([CH2:16][CH:17]([CH3:19])[CH3:18])[C:13]([NH2:15])=[O:14])(=[O:10])=[O:9])=[CH:4][CH:3]=1.C([O-])([O-])=O.[K+].[K+].[CH3:26][O:27][C:28]1[CH:35]=[CH:34][C:31]([CH2:32]Cl)=[CH:30][CH:29]=1. The catalyst is CN(C=O)C.CCOC(C)=O. The product is [Cl:1][C:2]1[CH:3]=[CH:4][C:5]([S:8]([N:11]([C@H:12]([CH2:16][CH:17]([CH3:19])[CH3:18])[C:13]([NH2:15])=[O:14])[CH2:32][C:31]2[CH:34]=[CH:35][C:28]([O:27][CH3:26])=[CH:29][CH:30]=2)(=[O:9])=[O:10])=[CH:6][CH:7]=1. The yield is 0.700. (10) The reactants are Cl[CH2:2][C:3]1[O:4][C:5]([CH2:8][CH3:9])=[CH:6][N:7]=1.[C-:10]#[N:11].[K+]. The catalyst is CC#N.O. The product is [CH2:8]([C:5]1[O:4][C:3]([CH2:2][C:10]#[N:11])=[N:7][CH:6]=1)[CH3:9]. The yield is 0.300.